Dataset: Reaction yield outcomes from USPTO patents with 853,638 reactions. Task: Predict the reaction yield, written as a fraction of the theoretical maximum amount of product (1.0 means a 100% yield; for example, 0.34 means a 34% yield). (1) The reactants are [Br:1][C:2]1[CH:3]=[C:4]([CH:17]=[CH:18][CH:19]=1)[CH2:5][NH:6][C:7]1[CH:12]=[C:11](F)[CH:10]=[CH:9][C:8]=1[N+:14]([O-:16])=[O:15].[N:20]1([C:26]([O:28][C:29]([CH3:32])([CH3:31])[CH3:30])=[O:27])[CH2:25][CH2:24][NH:23][CH2:22][CH2:21]1.C(N(CC)C(C)C)(C)C. The catalyst is C(#N)C. The product is [Br:1][C:2]1[CH:3]=[C:4]([CH:17]=[CH:18][CH:19]=1)[CH2:5][NH:6][C:7]1[CH:12]=[C:11]([N:23]2[CH2:22][CH2:21][N:20]([C:26]([O:28][C:29]([CH3:32])([CH3:31])[CH3:30])=[O:27])[CH2:25][CH2:24]2)[CH:10]=[CH:9][C:8]=1[N+:14]([O-:16])=[O:15]. The yield is 0.320. (2) The reactants are C([N:8]1[CH2:13][CH2:12][N:11]([CH2:14][C:15](=O)[C:16]2[S:17][CH:18]=[CH:19][N:20]=2)[CH2:10][CH2:9]1)(OC(C)(C)C)=O.S([O-])([O-])(=O)=O.[Mg+2].CC1C=CC(S(NN)(=O)=O)=CC=1.C(O[BH-](OC(=O)C)OC(=O)C)(=O)C.[Na+].Cl. The catalyst is CO. The product is [S:17]1[CH:18]=[CH:19][N:20]=[C:16]1[CH2:15][CH2:14][N:11]1[CH2:10][CH2:9][NH:8][CH2:13][CH2:12]1. The yield is 0.570. (3) The reactants are [CH2:1]([N:8]1[C:13](=[O:14])[CH2:12][C:11]([CH3:16])([CH3:15])[CH2:10][C:9]1=[O:17])[C:2]1[CH:7]=[CH:6][CH:5]=[CH:4][CH:3]=1.[Li+].C[Si]([N-][Si](C)(C)C)(C)C.[N:28](OCCC(C)C)=[O:29]. The catalyst is C1COCC1. The product is [CH2:1]([N:8]1[C:13](=[O:14])[CH2:12][C:11]([CH3:15])([CH3:16])/[C:10](=[N:28]/[OH:29])/[C:9]1=[O:17])[C:2]1[CH:3]=[CH:4][CH:5]=[CH:6][CH:7]=1. The yield is 0.300. (4) The reactants are [C:1]([C:3]1[CH:4]=[C:5]2[C:9](=[CH:10][CH:11]=1)[NH:8][C:7](=[O:12])[C:6]2(O)[C:13]1[C:14]([O:19][CH2:20][CH3:21])=[N:15][CH:16]=[CH:17][CH:18]=1)#[N:2].N1C=CC=CC=1.S(Cl)([Cl:31])=O.ClCCl.CO. The catalyst is ClCCl. The product is [Cl:31][C:6]1([C:13]2[C:14]([O:19][CH2:20][CH3:21])=[N:15][CH:16]=[CH:17][CH:18]=2)[C:5]2[C:9](=[CH:10][CH:11]=[C:3]([C:1]#[N:2])[CH:4]=2)[NH:8][C:7]1=[O:12]. The yield is 0.890.